This data is from Reaction yield outcomes from USPTO patents with 853,638 reactions. The task is: Predict the reaction yield, written as a fraction of the theoretical maximum amount of product (1.0 means a 100% yield; for example, 0.34 means a 34% yield). (1) The reactants are [F:1][C:2]([F:10])([F:9])[C:3]1([C:6](O)=[O:7])[CH2:5][CH2:4]1.CN([C:14]([O:18][N:19]1N=NC2C=CC=N[C:20]1=2)=[N+](C)C)C.F[P-](F)(F)(F)(F)F.CCN(CC)CC.Cl.CNOC. The catalyst is C(#N)C.CCOC(C)=O. The product is [CH3:14][O:18][N:19]([CH3:20])[C:6]([C:3]1([C:2]([F:10])([F:9])[F:1])[CH2:5][CH2:4]1)=[O:7]. The yield is 0.780. (2) The reactants are Cl[C:2]1[C:3]2[N:10]([CH3:11])[CH:9]=[CH:8][C:4]=2[N:5]=[CH:6][N:7]=1.[N+:12]([C:15]1[CH:20]=[CH:19][C:18]([OH:21])=[C:17]([F:22])[CH:16]=1)([O-:14])=[O:13].C(=O)([O-])[O-].[Cs+].[Cs+]. The catalyst is C1(OC2C=CC=CC=2)C=CC=CC=1. The product is [F:22][C:17]1[CH:16]=[C:15]([N+:12]([O-:14])=[O:13])[CH:20]=[CH:19][C:18]=1[O:21][C:2]1[C:3]2[N:10]([CH3:11])[CH:9]=[CH:8][C:4]=2[N:5]=[CH:6][N:7]=1. The yield is 0.490. (3) The reactants are C[O:2][C:3]1(OC)[CH2:8][CH2:7][N:6]([C:9]2[CH:14]=[CH:13][C:12]([N:15]3[CH2:19][C@H:18]([CH2:20][OH:21])[O:17][C:16]3=[O:22])=[CH:11][CH:10]=2)[CH2:5][CH:4]1[F:23].CSC.C(Cl)(=O)C. No catalyst specified. The product is [O:2]=[C:3]1[CH2:8][CH2:7][N:6]([C:9]2[CH:14]=[CH:13][C:12]([N:15]3[CH2:19][C@H:18]([CH2:20][OH:21])[O:17][C:16]3=[O:22])=[CH:11][CH:10]=2)[CH2:5][CH:4]1[F:23]. The yield is 0.490. (4) The reactants are [C:1]1([C:7]2[NH:11][CH:10]=[C:9]([C:12]([O:14][CH2:15][CH3:16])=[O:13])[CH:8]=2)[CH:6]=[CH:5][CH:4]=[CH:3][CH:2]=1.[H-].[Na+].C1OCCOCCOCCOCCOC1.[S:34]1[CH:38]=[CH:37][CH:36]=[C:35]1[S:39](Cl)(=[O:41])=[O:40]. The catalyst is O1CCCC1.[Cl-].[Na+].O. The product is [C:1]1([C:7]2[N:11]([S:39]([C:35]3[S:34][CH:38]=[CH:37][CH:36]=3)(=[O:41])=[O:40])[CH:10]=[C:9]([C:12]([O:14][CH2:15][CH3:16])=[O:13])[CH:8]=2)[CH:2]=[CH:3][CH:4]=[CH:5][CH:6]=1. The yield is 0.960. (5) The reactants are [F:1][C:2]([F:14])([F:13])[C:3]1[CH:12]=[CH:11][C:6]2[NH:7][C:8](=O)[NH:9][C:5]=2[CH:4]=1.P(Cl)(Cl)([Cl:17])=O. The catalyst is C1(C)C=CC=CC=1. The product is [Cl:17][C:8]1[NH:7][C:6]2[CH:11]=[CH:12][C:3]([C:2]([F:14])([F:13])[F:1])=[CH:4][C:5]=2[N:9]=1. The yield is 0.910.